This data is from Forward reaction prediction with 1.9M reactions from USPTO patents (1976-2016). The task is: Predict the product of the given reaction. Given the reactants [CH2:1]([N:8]1[C:16]2[C:11](=[CH:12][CH:13]=[C:14]([N+:17]([O-:19])=[O:18])[CH:15]=2)[C:10]([C:20]([OH:30])([C:26]([F:29])([F:28])[F:27])[C:21]([O:23][CH2:24][CH3:25])=[O:22])=[CH:9]1)[C:2]1[CH:7]=[CH:6][CH:5]=[CH:4][CH:3]=1.[H-].[Na+].[CH3:33][O:34][CH2:35]Cl.O, predict the reaction product. The product is: [CH2:1]([N:8]1[C:16]2[C:11](=[CH:12][CH:13]=[C:14]([N+:17]([O-:19])=[O:18])[CH:15]=2)[C:10]([C:20]([O:30][CH2:33][O:34][CH3:35])([C:26]([F:27])([F:29])[F:28])[C:21]([O:23][CH2:24][CH3:25])=[O:22])=[CH:9]1)[C:2]1[CH:3]=[CH:4][CH:5]=[CH:6][CH:7]=1.